From a dataset of Forward reaction prediction with 1.9M reactions from USPTO patents (1976-2016). Predict the product of the given reaction. (1) Given the reactants Cl[C:2]1[N:7]2[N:8]=[C:9]([C:12]3[CH:17]=[CH:16][CH:15]=[CH:14][C:13]=3[Cl:18])[C:10]([I:11])=[C:6]2[N:5]=[CH:4][CH:3]=1.[H-].[Na+].[CH2:21]([OH:23])[CH3:22], predict the reaction product. The product is: [Cl:18][C:13]1[CH:14]=[CH:15][CH:16]=[CH:17][C:12]=1[C:9]1[C:10]([I:11])=[C:6]2[N:5]=[CH:4][CH:3]=[C:2]([O:23][CH2:21][CH3:22])[N:7]2[N:8]=1. (2) The product is: [F:1]/[C:2](/[C:15]1[CH:19]=[C:18]([CH3:20])[N:17]([CH:21]2[CH2:26][CH2:25][CH2:24][CH2:23][O:22]2)[N:16]=1)=[CH:35]\[C:34]1[CH:37]=[CH:38][C:31]([CH2:27][CH:28]([CH3:30])[CH3:29])=[CH:32][CH:33]=1. Given the reactants [F:1][CH:2]([C:15]1[CH:19]=[C:18]([CH3:20])[N:17]([CH:21]2[CH2:26][CH2:25][CH2:24][CH2:23][O:22]2)[N:16]=1)S(C1SC2C=CC=CC=2N=1)(=O)=O.[CH2:27]([C:31]1[CH:38]=[CH:37][C:34]([CH:35]=O)=[CH:33][CH:32]=1)[CH:28]([CH3:30])[CH3:29], predict the reaction product. (3) Given the reactants [CH:1]([N:4]1[CH:8]=[N:7][N:6]=[C:5]1[C:9]1[S:10][C:11]2[CH2:12][CH2:13][O:14][C:15]3[CH:22]=[C:21]([CH2:23][OH:24])[CH:20]=[CH:19][C:16]=3[C:17]=2[N:18]=1)([CH3:3])[CH3:2].CC(OI1(OC(C)=O)(OC(C)=O)OC(=O)C2C=CC=CC1=2)=O, predict the reaction product. The product is: [CH:1]([N:4]1[CH:8]=[N:7][N:6]=[C:5]1[C:9]1[S:10][C:11]2[CH2:12][CH2:13][O:14][C:15]3[CH:22]=[C:21]([CH:23]=[O:24])[CH:20]=[CH:19][C:16]=3[C:17]=2[N:18]=1)([CH3:3])[CH3:2]. (4) Given the reactants Br[C:2]1[CH:7]=[CH:6][C:5]([C@@H:8]2[CH2:11][C@H:10]([N:12]3[CH2:16][CH2:15][CH2:14][C@H:13]3[CH3:17])[CH2:9]2)=[CH:4][CH:3]=1.[NH3:18], predict the reaction product. The product is: [CH3:17][CH:13]1[CH2:14][CH2:15][CH2:16][N:12]1[C@H:10]1[CH2:11][C@H:8]([C:5]2[CH:6]=[CH:7][C:2]([C:2]3[CH:7]=[CH:6][C:5]([C:8]#[N:18])=[CH:4][CH:3]=3)=[CH:3][CH:4]=2)[CH2:9]1. (5) The product is: [OH:1][CH:2]([C:3]1[O:4][C:5]([CH3:18])=[CH:6][C:7](=[O:17])[C:8]=1[O:9][CH2:10][C:11]1[CH:16]=[CH:15][CH:14]=[CH:13][CH:12]=1)[CH2:20][CH3:21]. Given the reactants [OH:1][CH2:2][C:3]1[O:4][C:5]([CH3:18])=[CH:6][C:7](=[O:17])[C:8]=1[O:9][CH2:10][C:11]1[CH:16]=[CH:15][CH:14]=[CH:13][CH:12]=1.O[CH:20](C1OC(C)=CC(=O)C=1O)[CH2:21]C.C(Br)C1C=CC=CC=1, predict the reaction product.